From a dataset of Full USPTO retrosynthesis dataset with 1.9M reactions from patents (1976-2016). Predict the reactants needed to synthesize the given product. (1) Given the product [Cl:13][C:14]1[N:19]=[C:18]([NH:4][C:3]2[CH:5]=[C:6]([O:9][CH2:10][CH:11]=[CH2:12])[CH:7]=[CH:8][C:2]=2[CH3:1])[CH:17]=[CH:16][N:15]=1, predict the reactants needed to synthesize it. The reactants are: [CH3:1][C:2]1[CH:8]=[CH:7][C:6]([O:9][CH2:10][CH:11]=[CH2:12])=[CH:5][C:3]=1[NH2:4].[Cl:13][C:14]1[N:19]=[C:18](Cl)[CH:17]=[CH:16][N:15]=1.C([O-])(O)=O.[Na+].ClN1C=CC(Cl)=NC1. (2) Given the product [CH2:3]([N:26]([C@H:24]([CH3:25])[CH2:23][N:22]([CH2:19][CH:20]=[CH2:21])[C:39]([O:41][C:42]([CH3:44])([CH3:43])[CH3:45])=[O:40])[S:27]([C:30]1[CH:35]=[CH:34][CH:33]=[CH:32][C:31]=1[N+:36]([O-:38])=[O:37])(=[O:28])=[O:29])[CH:2]=[CH2:1], predict the reactants needed to synthesize it. The reactants are: [CH2:1](O)[CH:2]=[CH2:3].N(C(OC(C)C)=O)=NC(OC(C)C)=O.[CH2:19]([N:22]([C:39]([O:41][C:42]([CH3:45])([CH3:44])[CH3:43])=[O:40])[CH2:23][C@H:24]([NH:26][S:27]([C:30]1[CH:35]=[CH:34][CH:33]=[CH:32][C:31]=1[N+:36]([O-:38])=[O:37])(=[O:29])=[O:28])[CH3:25])[CH:20]=[CH2:21].C1(P(C2C=CC=CC=2)C2C=CC=CC=2)C=CC=CC=1. (3) Given the product [Cl:1][C:2]1[C:11]2[C:6](=[CH:7][C:8]([OH:12])=[CH:9][CH:10]=2)[CH:5]=[CH:4][N:3]=1, predict the reactants needed to synthesize it. The reactants are: [Cl:1][C:2]1[C:11]2[C:6](=[CH:7][C:8]([O:12]C)=[CH:9][CH:10]=2)[CH:5]=[CH:4][N:3]=1.B(Br)(Br)Br.CO. (4) Given the product [CH:2]([C:6]1[CH:11]=[CH:10][C:9]([NH:12][C:13]([C:15]2[CH:16]=[C:17]([CH2:21][NH:22][C:23]([CH2:25][CH2:26][N:27]3[CH2:28][CH2:29][CH:30]([O:33][C:34](=[O:48])[NH:35][C:36]4[CH:41]=[CH:40][CH:39]=[CH:38][C:37]=4[C:42]4[CH:47]=[CH:46][CH:45]=[CH:44][CH:43]=4)[CH2:31][CH2:32]3)=[O:24])[CH:18]=[CH:19][CH:20]=2)=[O:14])=[CH:8][CH:7]=1)=[O:1], predict the reactants needed to synthesize it. The reactants are: [O:1]1CCO[CH:2]1[C:6]1[CH:11]=[CH:10][C:9]([NH:12][C:13]([C:15]2[CH:16]=[C:17]([CH2:21][NH:22][C:23]([CH2:25][CH2:26][N:27]3[CH2:32][CH2:31][CH:30]([O:33][C:34](=[O:48])[NH:35][C:36]4[CH:41]=[CH:40][CH:39]=[CH:38][C:37]=4[C:42]4[CH:47]=[CH:46][CH:45]=[CH:44][CH:43]=4)[CH2:29][CH2:28]3)=[O:24])[CH:18]=[CH:19][CH:20]=2)=[O:14])=[CH:8][CH:7]=1.Cl.C(=O)(O)[O-].[Na+]. (5) Given the product [C:1]([O:5][C:6](=[O:13])[NH:7][C:8]([CH3:12])([CH3:11])[CH2:9][O:10][C:17]1[C:26]2[C:21](=[CH:22][N:23]=[CH:24][CH:25]=2)[CH:20]=[C:19]([C:27]2[CH:32]=[CH:31][N:30]=[CH:29][CH:28]=2)[N:18]=1)([CH3:4])([CH3:2])[CH3:3], predict the reactants needed to synthesize it. The reactants are: [C:1]([O:5][C:6](=[O:13])[NH:7][C:8]([CH3:12])([CH3:11])[CH2:9][OH:10])([CH3:4])([CH3:3])[CH3:2].[H-].[Na+].Br[C:17]1[C:26]2[C:21](=[CH:22][N:23]=[CH:24][CH:25]=2)[CH:20]=[C:19]([C:27]2[CH:32]=[CH:31][N:30]=[CH:29][CH:28]=2)[N:18]=1. (6) Given the product [F:1][C:2]([F:17])([F:18])[C:3]1[CH:16]=[CH:15][C:6]([O:7][C:8]2[CH:9]=[CH:10][C:11]([O:14][C:25]([N:19]3[CH2:24][CH2:23][O:22][CH2:21][CH2:20]3)=[O:26])=[CH:12][CH:13]=2)=[CH:5][CH:4]=1, predict the reactants needed to synthesize it. The reactants are: [F:1][C:2]([F:18])([F:17])[C:3]1[CH:16]=[CH:15][C:6]([O:7][C:8]2[CH:13]=[CH:12][C:11]([OH:14])=[CH:10][CH:9]=2)=[CH:5][CH:4]=1.[N:19]1([C:25](Cl)=[O:26])[CH2:24][CH2:23][O:22][CH2:21][CH2:20]1. (7) Given the product [CH3:14][C:15]1[CH:16]=[C:17]([C:21]2[N:22]=[C:23]([NH:32][C:2]([C:4]3[CH:13]=[CH:12][C:7]([C:8]([O:10][CH3:11])=[O:9])=[CH:6][CH:5]=3)=[O:3])[S:24][C:25]=2[C:26]2[CH:31]=[CH:30][N:29]=[CH:28][N:27]=2)[CH:18]=[CH:19][CH:20]=1, predict the reactants needed to synthesize it. The reactants are: Cl[C:2]([C:4]1[CH:13]=[CH:12][C:7]([C:8]([O:10][CH3:11])=[O:9])=[CH:6][CH:5]=1)=[O:3].[CH3:14][C:15]1[CH:16]=[C:17]([C:21]2[N:22]=[C:23]([NH2:32])[S:24][C:25]=2[C:26]2[CH:31]=[CH:30][N:29]=[CH:28][N:27]=2)[CH:18]=[CH:19][CH:20]=1.C(=O)([O-])O.[Na+]. (8) Given the product [CH3:1][O:2][C:3]1[C:8]([N:9]2[CH2:17][C@@H:16]3[C@@H:11]([CH2:12][CH2:13][CH2:14][NH:15]3)[CH2:10]2)=[C:7]([F:18])[CH:6]=[C:5]2[C:19]([C:21]([C:27]([OH:29])=[O:28])=[CH:22][N:23]([CH:24]3[CH2:26][CH2:25]3)[C:4]=12)=[O:20].[OH2:2].[ClH:30], predict the reactants needed to synthesize it. The reactants are: [CH3:1][O:2][C:3]1[C:8]([N:9]2[CH2:17][C@@H:16]3[C@@H:11]([CH2:12][CH2:13][CH2:14][NH:15]3)[CH2:10]2)=[C:7]([F:18])[CH:6]=[C:5]2[C:19]([C:21]([C:27]([OH:29])=[O:28])=[CH:22][N:23]([CH:24]3[CH2:26][CH2:25]3)[C:4]=12)=[O:20].[ClH:30].Cl.